The task is: Predict the reactants needed to synthesize the given product.. This data is from Full USPTO retrosynthesis dataset with 1.9M reactions from patents (1976-2016). (1) Given the product [CH:19]1([C:22]2[CH:23]=[C:24]([CH3:34])[C:25]([N:28]3[CH2:29][CH2:30][N:31]([C:13]([C:12]4[CH:11]=[CH:10][C:9]([CH2:8][CH2:7][N:3]5[CH2:4][CH2:5][CH2:6][S:2]5(=[O:1])=[O:18])=[CH:17][CH:16]=4)=[O:15])[CH2:32][CH2:33]3)=[N:26][CH:27]=2)[CH2:21][CH2:20]1, predict the reactants needed to synthesize it. The reactants are: [O:1]=[S:2]1(=[O:18])[CH2:6][CH2:5][CH2:4][N:3]1[CH2:7][CH2:8][C:9]1[CH:17]=[CH:16][C:12]([C:13]([OH:15])=O)=[CH:11][CH:10]=1.[CH:19]1([C:22]2[CH:23]=[C:24]([CH3:34])[C:25]([N:28]3[CH2:33][CH2:32][NH:31][CH2:30][CH2:29]3)=[N:26][CH:27]=2)[CH2:21][CH2:20]1. (2) Given the product [NH:18]1[C:19]2[C:15](=[CH:14][C:13]([O:12][C:6]3[C:5]4[C:10](=[CH:11][C:2]([O:1][CH2:44][CH2:45][N:46]5[CH2:51][CH2:50][O:49][CH2:48][CH2:47]5)=[C:3]([O:22][CH3:23])[CH:4]=4)[N:9]=[CH:8][N:7]=3)=[CH:21][CH:20]=2)[CH:16]=[CH:17]1, predict the reactants needed to synthesize it. The reactants are: [OH:1][C:2]1[CH:11]=[C:10]2[C:5]([C:6]([O:12][C:13]3[CH:14]=[C:15]4[C:19](=[CH:20][CH:21]=3)[NH:18][CH:17]=[CH:16]4)=[N:7][CH:8]=[N:9]2)=[CH:4][C:3]=1[O:22][CH3:23].C1(P(C2C=CC=CC=2)C2C=CC=CC=2)C=CC=CC=1.O[CH2:44][CH2:45][N:46]1[CH2:51][CH2:50][O:49][CH2:48][CH2:47]1.N(C(OCC)=O)=NC(OCC)=O.